From a dataset of Full USPTO retrosynthesis dataset with 1.9M reactions from patents (1976-2016). Predict the reactants needed to synthesize the given product. (1) The reactants are: C([O:5][C:6](=[O:17])[CH2:7][N:8]1[C:12]2[CH:13]=[CH:14][CH:15]=[CH:16][C:11]=2[N:10]=[N:9]1)(C)(C)C.C(O)(C(F)(F)F)=O. Given the product [N:8]1([CH2:7][C:6]([OH:17])=[O:5])[C:12]2[CH:13]=[CH:14][CH:15]=[CH:16][C:11]=2[N:10]=[N:9]1, predict the reactants needed to synthesize it. (2) Given the product [I:1][C:2]1[C:3]([NH2:11])=[CH:4][C:5]2[O:9][CH2:8][O:7][C:6]=2[CH:10]=1, predict the reactants needed to synthesize it. The reactants are: [I:1][C:2]1[C:3]([NH:11]C(=O)C)=[CH:4][C:5]2[O:9][CH2:8][O:7][C:6]=2[CH:10]=1.[OH-].[Na+]. (3) Given the product [CH2:1]([O:8][C:9]([N:11]1[CH2:16][CH2:15][CH:14]([NH:17][C:53]([O:52][C:48]([CH3:51])([CH3:50])[CH3:49])=[O:54])[CH:13]([OH:20])[CH2:12]1)=[O:10])[C:2]1[CH:7]=[CH:6][CH:5]=[CH:4][CH:3]=1, predict the reactants needed to synthesize it. The reactants are: [CH2:1]([O:8][C:9]([N:11]1[CH2:16][CH2:15][CH:14]([N:17]=[N+]=[N-])[CH:13]([OH:20])[CH2:12]1)=[O:10])[C:2]1[CH:7]=[CH:6][CH:5]=[CH:4][CH:3]=1.C1(P(C2C=CC=CC=2)C2C=CC=CC=2)C=CC=CC=1.O.C(N(CC)CC)C.[C:48]([O:52][C:53](O[C:53]([O:52][C:48]([CH3:51])([CH3:50])[CH3:49])=[O:54])=[O:54])([CH3:51])([CH3:50])[CH3:49].